From a dataset of Catalyst prediction with 721,799 reactions and 888 catalyst types from USPTO. Predict which catalyst facilitates the given reaction. (1) Reactant: Br[C:2]1[S:6][C:5]([CH2:7][O:8][C:9]2[C:10]([F:19])=[C:11]([C:15]([F:18])=[CH:16][CH:17]=2)[C:12]([NH2:14])=[O:13])=[N:4][C:3]=1[C:20]1[CH:25]=[CH:24][C:23]([O:26][CH3:27])=[CH:22][CH:21]=1.O.[OH-].[Na+]. The catalyst class is: 183. Product: [F:19][C:10]1[C:9]([O:8][CH2:7][C:5]2[S:6][CH:2]=[C:3]([C:20]3[CH:25]=[CH:24][C:23]([O:26][CH3:27])=[CH:22][CH:21]=3)[N:4]=2)=[CH:17][CH:16]=[C:15]([F:18])[C:11]=1[C:12]([NH2:14])=[O:13]. (2) Reactant: Cl[CH2:2][CH2:3][CH2:4][S:5]([O:8][CH2:9][C:10]([CH3:27])([CH3:26])[C@@H:11]([O:22][C:23](=[O:25])[CH3:24])[C:12]([O:14][CH2:15][C:16]1[CH:17]=[N:18][CH:19]=[CH:20][CH:21]=1)=[O:13])(=[O:7])=[O:6].[N-:28]=[N+:29]=[N-:30].[Na+]. Product: [N:28]([CH2:2][CH2:3][CH2:4][S:5]([O:8][CH2:9][C:10]([CH3:27])([CH3:26])[C@@H:11]([O:22][C:23](=[O:25])[CH3:24])[C:12]([O:14][CH2:15][C:16]1[CH:17]=[N:18][CH:19]=[CH:20][CH:21]=1)=[O:13])(=[O:7])=[O:6])=[N+:29]=[N-:30]. The catalyst class is: 16.